Dataset: Full USPTO retrosynthesis dataset with 1.9M reactions from patents (1976-2016). Task: Predict the reactants needed to synthesize the given product. Given the product [ClH:12].[CH3:1][C:2]1[NH:3][C:4]2[C:9]([C:10]=1[C:13]1[C:22]3[C:17](=[C:18]([Cl:23])[CH:19]=[CH:20][CH:21]=3)[N:16]=[CH:15][CH:14]=1)=[CH:8][C:7]([CH3:11])=[CH:6][CH:5]=2, predict the reactants needed to synthesize it. The reactants are: [CH3:1][C:2]1[NH:3][C:4]2[C:9]([CH:10]=1)=[CH:8][C:7]([CH3:11])=[CH:6][CH:5]=2.[Cl:12][C:13]1[C:22]2[C:17](=[C:18]([Cl:23])[CH:19]=[CH:20][CH:21]=2)[N:16]=[CH:15][CH:14]=1.